Dataset: Reaction yield outcomes from USPTO patents with 853,638 reactions. Task: Predict the reaction yield, written as a fraction of the theoretical maximum amount of product (1.0 means a 100% yield; for example, 0.34 means a 34% yield). (1) The reactants are [OH-].[Na+].[F:3][C:4]([F:26])([F:25])[C:5]1[CH:6]=[C:7]([C:11]2[N:24]=[C:14]3[C:15]([C:19]([O:21]CC)=[O:20])=[CH:16][CH:17]=[CH:18][N:13]3[N:12]=2)[CH:8]=[CH:9][CH:10]=1. The catalyst is O.CCO. The product is [F:25][C:4]([F:3])([F:26])[C:5]1[CH:6]=[C:7]([C:11]2[N:24]=[C:14]3[C:15]([C:19]([OH:21])=[O:20])=[CH:16][CH:17]=[CH:18][N:13]3[N:12]=2)[CH:8]=[CH:9][CH:10]=1. The yield is 0.940. (2) The reactants are C(OC([N:8]1[CH2:13][CH2:12][CH:11]([O:14][C:15]2[C:19]([C:20](=[O:27])[C:21]3[CH:26]=[CH:25][CH:24]=[CH:23][CH:22]=3)=[C:18]([NH2:28])[N:17]([C:29]3[CH:34]=[C:33]([C:35](=[O:40])[NH:36][CH:37]4[CH2:39][CH2:38]4)[CH:32]=[CH:31][C:30]=3[CH3:41])[N:16]=2)[CH2:10][CH2:9]1)=O)(C)(C)C.[F:42][C:43]([F:48])([F:47])[C:44]([OH:46])=[O:45]. The catalyst is ClCCl. The product is [F:42][C:43]([F:48])([F:47])[C:44]([OH:46])=[O:45].[NH2:28][C:18]1[N:17]([C:29]2[CH:34]=[C:33]([CH:32]=[CH:31][C:30]=2[CH3:41])[C:35]([NH:36][CH:37]2[CH2:38][CH2:39]2)=[O:40])[N:16]=[C:15]([O:14][CH:11]2[CH2:12][CH2:13][NH:8][CH2:9][CH2:10]2)[C:19]=1[C:20](=[O:27])[C:21]1[CH:22]=[CH:23][CH:24]=[CH:25][CH:26]=1. The yield is 0.590.